The task is: Predict the reactants needed to synthesize the given product.. This data is from Full USPTO retrosynthesis dataset with 1.9M reactions from patents (1976-2016). (1) The reactants are: Cl.[NH2:2][CH:3]1[CH2:7][C:6]([F:9])([F:8])[CH2:5][CH:4]1[NH:10][C:11](=[O:23])[C:12]1[CH:17]=[CH:16][CH:15]=[CH:14][C:13]=1[N:18]1[N:22]=[CH:21][CH:20]=[N:19]1.Cl[C:25]1[CH:30]=[CH:29][C:28]([C:31]([F:34])([F:33])[F:32])=[CH:27][N:26]=1.CCN(C(C)C)C(C)C. Given the product [F:8][C:6]1([F:9])[CH2:5][CH:4]([NH:10][C:11](=[O:23])[C:12]2[CH:17]=[CH:16][CH:15]=[CH:14][C:13]=2[N:18]2[N:19]=[CH:20][CH:21]=[N:22]2)[CH:3]([NH:2][C:25]2[CH:30]=[CH:29][C:28]([C:31]([F:34])([F:33])[F:32])=[CH:27][N:26]=2)[CH2:7]1, predict the reactants needed to synthesize it. (2) Given the product [NH2:26][CH2:25][C:22]1[CH:23]=[CH:24][C:19]([NH:18][C:17]([CH2:16][O:15][C:13]2[C:12]3[C:7](=[CH:8][C:9]([Cl:34])=[CH:10][C:11]=3[Cl:33])[CH:6]=[C:5]([C:3]([OH:4])=[O:2])[CH:14]=2)=[O:32])=[C:20]([O:27][CH2:28][C:29]([OH:31])=[O:30])[CH:21]=1, predict the reactants needed to synthesize it. The reactants are: C[O:2][C:3]([C:5]1[CH:14]=[C:13]([O:15][CH2:16][C:17](=[O:32])[NH:18][C:19]2[CH:24]=[CH:23][C:22]([CH2:25][NH2:26])=[CH:21][C:20]=2[O:27][CH2:28][C:29]([OH:31])=[O:30])[C:12]2[C:7](=[CH:8][C:9]([Cl:34])=[CH:10][C:11]=2[Cl:33])[CH:6]=1)=[O:4].[Li+].[OH-].